Dataset: Catalyst prediction with 721,799 reactions and 888 catalyst types from USPTO. Task: Predict which catalyst facilitates the given reaction. (1) Product: [CH3:18][C:13]1[CH:14]=[CH:15][CH:16]=[C:17]2[C:12]=1[CH:11]=[CH:10][CH:9]=[C:8]2[C:6]([OH:7])=[O:5]. Reactant: C([O:5][C:6]([C:8]1[C:17]2[C:12](=[C:13]([CH3:18])[CH:14]=[CH:15][CH:16]=2)[CH:11]=[CH:10][CH:9]=1)=[O:7])(C)(C)C.C(O)(C(F)(F)F)=O. The catalyst class is: 2. (2) Reactant: [Br:1][C:2]1[C:6]([N+:7]([O-:9])=[O:8])=[C:5]([Br:10])[NH:4][N:3]=1.[H-].[Na+].Br[CH2:14][CH2:15][CH3:16]. Product: [CH2:14]([N:3]1[C:2]([Br:1])=[C:6]([N+:7]([O-:9])=[O:8])[C:5]([Br:10])=[N:4]1)[CH2:15][CH3:16]. The catalyst class is: 3. (3) Reactant: [Cl:1][C:2]1[CH:3]=[C:4]([NH2:20])[CH:5]=[C:6]([Cl:19])[C:7]=1[CH2:8][C:9]1[CH:18]=[CH:17][C:16]2[C:11](=[CH:12][CH:13]=[CH:14][CH:15]=2)[N:10]=1.[Cl:21][C:22]1[CH:27]=[C:26]([Cl:28])[C:25]([CH3:29])=[CH:24][C:23]=1[S:30](Cl)(=[O:32])=[O:31]. Product: [Cl:21][C:22]1[CH:27]=[C:26]([Cl:28])[C:25]([CH3:29])=[CH:24][C:23]=1[S:30]([NH:20][C:4]1[CH:5]=[C:6]([Cl:19])[C:7]([CH2:8][C:9]2[CH:18]=[CH:17][C:16]3[C:11](=[CH:12][CH:13]=[CH:14][CH:15]=3)[N:10]=2)=[C:2]([Cl:1])[CH:3]=1)(=[O:32])=[O:31]. The catalyst class is: 17. (4) Product: [C:28]1([S:25]([NH:24][C@H:11]([C:12](=[O:23])[NH:13][CH2:14][C:15]2[CH:16]=[CH:17][C:18]([O:21][CH3:22])=[CH:19][CH:20]=2)[CH2:10][C:8]2[CH:7]=[CH:6][C:5]([O:34][CH2:35][C:36]([OH:38])=[O:37])=[C:4]([CH:9]=2)[C:3]([OH:40])=[O:2])(=[O:27])=[O:26])[CH:33]=[CH:32][CH:31]=[CH:30][CH:29]=1. The catalyst class is: 20. Reactant: C[O:2][C:3](=[O:40])[C:4]1[CH:9]=[C:8]([CH2:10][C@H:11]([NH:24][S:25]([C:28]2[CH:33]=[CH:32][CH:31]=[CH:30][CH:29]=2)(=[O:27])=[O:26])[C:12](=[O:23])[NH:13][CH2:14][C:15]2[CH:20]=[CH:19][C:18]([O:21][CH3:22])=[CH:17][CH:16]=2)[CH:7]=[CH:6][C:5]=1[O:34][CH2:35][C:36]([O:38]C)=[O:37].O.[OH-].[Li+].